From a dataset of Peptide-MHC class I binding affinity with 185,985 pairs from IEDB/IMGT. Regression. Given a peptide amino acid sequence and an MHC pseudo amino acid sequence, predict their binding affinity value. This is MHC class I binding data. The peptide sequence is KTRIRNLKR. The MHC is HLA-A30:01 with pseudo-sequence HLA-A30:01. The binding affinity (normalized) is 0.827.